This data is from Reaction yield outcomes from USPTO patents with 853,638 reactions. The task is: Predict the reaction yield, written as a fraction of the theoretical maximum amount of product (1.0 means a 100% yield; for example, 0.34 means a 34% yield). (1) The reactants are [F:1][C:2]1[CH:3]=[C:4]([C:22]2[C:23]([C:28]#[N:29])=[CH:24][CH:25]=[CH:26][CH:27]=2)[CH:5]=[CH:6][C:7]=1[CH2:8][C:9]1[C:10](=[O:21])[NH:11][C:12]2[N:13]([N:18]=[CH:19][N:20]=2)[C:14]=1[CH2:15][CH2:16][CH3:17].N(C(N1CCCCC1)=O)=NC(N1CCCCC1)=O.C(P(CCCC)CCCC)CCC.[CH3:61][O:62][C:63]1[CH:68]=[C:67]([O:69][CH3:70])[CH:66]=[CH:65][C:64]=1[CH2:71]O. The yield is 0.260. The product is [CH3:61][O:62][C:63]1[CH:68]=[C:67]([O:69][CH3:70])[CH:66]=[CH:65][C:64]=1[CH2:71][N:11]1[C:10](=[O:21])[C:9]([CH2:8][C:7]2[CH:6]=[CH:5][C:4]([C:22]3[C:23]([C:28]#[N:29])=[CH:24][CH:25]=[CH:26][CH:27]=3)=[CH:3][C:2]=2[F:1])=[C:14]([CH2:15][CH2:16][CH3:17])[N:13]2[N:18]=[CH:19][N:20]=[C:12]12. The catalyst is C(OCC)(=O)C.O1CCCC1. (2) The yield is 1.00. No catalyst specified. The reactants are [C:1]([OH:7])(=[O:6])[CH2:2][C:3]([OH:5])=[O:4].[Cl:8][C:9]1[CH:14]=[C:13]([Cl:15])[CH:12]=[C:11]([Cl:16])[C:10]=1O.P(Cl)(Cl)(Cl)=O. The product is [Cl:8][C:9]1[CH:14]=[C:13]([Cl:15])[CH:12]=[C:11]([Cl:16])[C:10]=1[O:4][C:3](=[O:5])[CH2:2][C:1]([O:7][C:10]1[C:9]([Cl:8])=[CH:14][C:13]([Cl:15])=[CH:12][C:11]=1[Cl:16])=[O:6]. (3) The reactants are [NH:1]1[CH:5]=[CH:4][N:3]=[C:2]1[CH2:6][C:7]#[N:8].C([O:11][C:12](=O)[CH:13]([CH2:17][C:18]1[CH:23]=[CH:22][CH:21]=[CH:20][CH:19]=1)[C:14]([CH3:16])=O)C.C([O-])(=O)C.[NH4+]. The catalyst is O. The product is [CH2:17]([C:13]1[C:12](=[O:11])[N:1]2[CH:5]=[CH:4][NH:3][C:2]2=[C:6]([C:7]#[N:8])[C:14]=1[CH3:16])[C:18]1[CH:23]=[CH:22][CH:21]=[CH:20][CH:19]=1. The yield is 0.650.